The task is: Predict the reactants needed to synthesize the given product.. This data is from Full USPTO retrosynthesis dataset with 1.9M reactions from patents (1976-2016). Given the product [Si:31]([O:38][CH2:39][CH2:40][N:41]([CH:42]1[CH2:46][CH2:45][CH2:44]1)[C:28]([C:10]1[C:9]([O:8][CH2:1][C:2]2[CH:7]=[CH:6][CH:5]=[CH:4][CH:3]=2)=[C:14]([OH:15])[N:13]=[C:12]([CH2:16][C:17]2([C:22]3[CH:23]=[CH:24][CH:25]=[CH:26][CH:27]=3)[CH2:21][CH2:20][CH2:19][CH2:18]2)[N:11]=1)=[O:29])([C:34]([CH3:35])([CH3:36])[CH3:37])([CH3:32])[CH3:33], predict the reactants needed to synthesize it. The reactants are: [CH2:1]([O:8][C:9]1[C:10]([C:28](O)=[O:29])=[N:11][C:12]([CH2:16][C:17]2([C:22]3[CH:27]=[CH:26][CH:25]=[CH:24][CH:23]=3)[CH2:21][CH2:20][CH2:19][CH2:18]2)=[N:13][C:14]=1[OH:15])[C:2]1[CH:7]=[CH:6][CH:5]=[CH:4][CH:3]=1.[Si:31]([O:38][CH2:39][CH2:40][NH:41][CH:42]1[CH2:46][CH2:45][CH2:44]C1)([C:34]([CH3:37])([CH3:36])[CH3:35])([CH3:33])[CH3:32].C(N(CC)C(C)C)(C)C.CN(C(ON1N=NC2C=CC=NC1=2)=[N+](C)C)C.F[P-](F)(F)(F)(F)F.